From a dataset of Forward reaction prediction with 1.9M reactions from USPTO patents (1976-2016). Predict the product of the given reaction. (1) Given the reactants Cl[C:2]1[N:10]=[C:9]2[C:5]([N:6]=[CH:7][N:8]2[CH2:11][CH2:12][N:13]2[CH2:18][CH2:17][CH2:16][CH2:15][CH2:14]2)=[C:4]([N:19]2[CH2:24][CH2:23][O:22][CH2:21][CH2:20]2)[N:3]=1.C([O-])(O)=O.[Na+].[OH:30][CH2:31][C:32]1[CH:33]=[C:34](B(O)O)[CH:35]=[CH:36][CH:37]=1, predict the reaction product. The product is: [N:19]1([C:4]2[N:3]=[C:2]([C:36]3[CH:37]=[C:32]([CH2:31][OH:30])[CH:33]=[CH:34][CH:35]=3)[N:10]=[C:9]3[C:5]=2[N:6]=[CH:7][N:8]3[CH2:11][CH2:12][N:13]2[CH2:18][CH2:17][CH2:16][CH2:15][CH2:14]2)[CH2:24][CH2:23][O:22][CH2:21][CH2:20]1. (2) Given the reactants [CH3:1][C:2]1[CH:11]=[C:10](OS(C(F)(F)F)(=O)=O)[C:9]2[C:4](=[C:5]([C:20]3[C:25]([CH3:26])=[CH:24][C:23]([CH3:27])=[CH:22][C:21]=3[CH3:28])[CH:6]=[CH:7][CH:8]=2)[N:3]=1.[Br-:29].[K+], predict the reaction product. The product is: [Br:29][C:10]1[C:9]2[C:4](=[C:5]([C:20]3[C:25]([CH3:26])=[CH:24][C:23]([CH3:27])=[CH:22][C:21]=3[CH3:28])[CH:6]=[CH:7][CH:8]=2)[N:3]=[C:2]([CH3:1])[CH:11]=1.